Predict which catalyst facilitates the given reaction. From a dataset of Catalyst prediction with 721,799 reactions and 888 catalyst types from USPTO. Reactant: [NH2:1][C:2]1[C:11]2[N:12]=[C:13]3[CH2:19][NH:18][C:17](=O)[CH2:16][CH:15]([CH3:21])[N:14]3[C:10]=2[C:9]2[C:4](=[CH:5][CH:6]=[CH:7][CH:8]=2)[N:3]=1. Product: [CH3:21][CH:15]1[N:14]2[C:10]3[C:9]4[C:4](=[CH:5][CH:6]=[CH:7][CH:8]=4)[N:3]=[C:2]([NH2:1])[C:11]=3[N:12]=[C:13]2[CH2:19][NH:18][CH2:17][CH2:16]1. The catalyst class is: 1.